This data is from Reaction yield outcomes from USPTO patents with 853,638 reactions. The task is: Predict the reaction yield, written as a fraction of the theoretical maximum amount of product (1.0 means a 100% yield; for example, 0.34 means a 34% yield). The reactants are [Br:1][C:2]1[CH:3]=[C:4]2[C:9](=[CH:10][CH:11]=1)[C:8](=[O:12])[CH2:7][CH2:6][CH2:5]2.C(N(CC)CC)C.FC(F)(F)S(O[Si:26]([CH:33]([CH3:35])[CH3:34])([CH:30]([CH3:32])[CH3:31])[CH:27]([CH3:29])[CH3:28])(=O)=O.ClC1C(=O)C(C#N)=C(C#N)C(=O)C=1Cl. The catalyst is ClCCl. The product is [Br:1][C:2]1[CH:3]=[C:4]2[C:9](=[CH:10][CH:11]=1)[C:8]([O:12][Si:26]([CH:33]([CH3:35])[CH3:34])([CH:30]([CH3:32])[CH3:31])[CH:27]([CH3:29])[CH3:28])=[CH:7][CH:6]=[CH:5]2. The yield is 0.960.